From a dataset of Reaction yield outcomes from USPTO patents with 853,638 reactions. Predict the reaction yield, written as a fraction of the theoretical maximum amount of product (1.0 means a 100% yield; for example, 0.34 means a 34% yield). (1) The reactants are [OH:1][C@H:2]1[CH2:6][CH2:5][O:4][C:3]1=[O:7].N1C=CN=C1.C1COCC1.[Si:18](Cl)([C:31]([CH3:34])([CH3:33])[CH3:32])([C:25]1[CH:30]=[CH:29][CH:28]=[CH:27][CH:26]=1)[C:19]1[CH:24]=[CH:23][CH:22]=[CH:21][CH:20]=1. The catalyst is CC(OC)(C)C. The product is [Si:18]([O:1][C@H:2]1[CH2:6][CH2:5][O:4][C:3]1=[O:7])([C:31]([CH3:34])([CH3:33])[CH3:32])([C:25]1[CH:26]=[CH:27][CH:28]=[CH:29][CH:30]=1)[C:19]1[CH:24]=[CH:23][CH:22]=[CH:21][CH:20]=1. The yield is 0.950. (2) The reactants are [NH2:1][CH:2]([C:4]1[N:5]([C:15]2[CH:20]=[CH:19][CH:18]=[C:17]([F:21])[CH:16]=2)[C:6](=[O:14])[C:7]2[N:8]([CH:10]=[CH:11][C:12]=2[Cl:13])[CH:9]=1)[CH3:3].Cl[C:23]1[N:31]=[CH:30][N:29]=[C:28]2[C:24]=1[N:25]=[CH:26][NH:27]2. The catalyst is CCCCO. The product is [N:31]1[C:23]([NH:1][CH:2]([C:4]2[N:5]([C:15]3[CH:20]=[CH:19][CH:18]=[C:17]([F:21])[CH:16]=3)[C:6](=[O:14])[C:7]3[N:8]([CH:10]=[CH:11][C:12]=3[Cl:13])[CH:9]=2)[CH3:3])=[C:24]2[C:28]([NH:27][CH:26]=[N:25]2)=[N:29][CH:30]=1. The yield is 0.500.